This data is from Clinical trial toxicity outcomes and FDA approval status for drugs. The task is: Regression/Classification. Given a drug SMILES string, predict its toxicity properties. Task type varies by dataset: regression for continuous values (e.g., LD50, hERG inhibition percentage) or binary classification for toxic/non-toxic outcomes (e.g., AMES mutagenicity, cardiotoxicity, hepatotoxicity). Dataset: clintox. (1) The drug is Nc1nc(=O)c2ncn(CCC(CO)CO)c2[nH]1. The result is 0 (passed clinical trial). (2) The drug is C/C(=C\C(=O)OCCCCCCCCC(=O)[O-])C[C@@H]1OC[C@H](C[C@@H]2O[C@H]2[C@@H](C)[C@H](C)O)[C@@H](O)[C@H]1O. The result is 0 (passed clinical trial).